From a dataset of Forward reaction prediction with 1.9M reactions from USPTO patents (1976-2016). Predict the product of the given reaction. (1) Given the reactants [CH:1]1([NH:4][C:5](=[O:15])[C:6]2[CH:11]=[C:10]([C:12]#[N:13])[CH:9]=[CH:8][C:7]=2[OH:14])[CH2:3][CH2:2]1.[N+](C1C=C(S(O[CH2:29][C@@H:30]2[CH2:32][O:31]2)(=O)=O)C=CC=1)([O-])=O.C([O-])([O-])=O.[K+].[K+], predict the reaction product. The product is: [C:12]([C:10]1[CH:9]=[CH:8][C:7]([O:14][CH2:29][C@@H:30]2[CH2:32][O:31]2)=[C:6]([CH:11]=1)[C:5]([NH:4][CH:1]1[CH2:3][CH2:2]1)=[O:15])#[N:13]. (2) Given the reactants [CH2:1]([O:5][C:6]1[CH:18]=[CH:17][C:16]2[C:15]3[C:10](=[C:11]([F:19])[CH:12]=[CH:13][CH:14]=3)[CH2:9][C:8]=2[C:7]=1[F:20])[CH2:2][CH2:3][CH3:4].C([Li])CCC.CC(C)([O-])C.[K+].[CH:32](=[O:35])[CH2:33][CH3:34].Cl, predict the reaction product. The product is: [CH2:1]([O:5][C:6]1[CH:18]=[CH:17][C:16]2[C:15]3[C:10](=[C:11]([F:19])[C:12]([CH:32]([OH:35])[CH2:33][CH3:34])=[CH:13][CH:14]=3)[CH2:9][C:8]=2[C:7]=1[F:20])[CH2:2][CH2:3][CH3:4]. (3) Given the reactants [H-].[K+].[CH3:3][C:4]([S:8]([CH3:11])(=[NH:10])=[O:9])([CH3:7])[C:5]#[N:6].Br[CH2:13][CH2:14][O:15][CH:16]1[CH2:21][CH2:20][CH2:19][CH2:18][O:17]1, predict the reaction product. The product is: [CH3:3][C:4]([S:8]([CH3:11])(=[N:10][CH2:13][CH2:14][O:15][CH:16]1[CH2:21][CH2:20][CH2:19][CH2:18][O:17]1)=[O:9])([CH3:7])[C:5]#[N:6]. (4) The product is: [CH3:9][O:10][C:11]1[C:70]([O:71][CH2:72][CH2:73][CH2:74][CH2:75][CH2:76][O:77][C:78]2[C:79]([O:115][CH3:116])=[CH:80][C:81]3[C:87](=[O:88])[N:86]4[CH:89]=[C:90]([C:92]5[CH:97]=[CH:96][C:95]([N:98]6[CH2:103][CH2:102][N:101]([CH3:104])[CH2:100][CH2:99]6)=[CH:94][CH:93]=5)[CH2:91][C@H:85]4[CH:84]=[N:83][C:82]=3[CH:114]=2)=[CH:69][C:14]2[N:15]=[CH:16][C@@H:17]3[CH2:23][C:22]([C:24]4[CH:29]=[CH:28][C:27]([NH:30][C:31](=[O:59])[C@@H:32]([NH:34][C:35](=[O:58])[C@@H:36]([NH:40][C:41](=[O:57])[O:42][CH2:43][CH:44]5[C:56]6[CH:55]=[CH:54][CH:53]=[CH:52][C:51]=6[C:50]6[C:45]5=[CH:46][CH:47]=[CH:48][CH:49]=6)[CH:37]([CH3:39])[CH3:38])[CH3:33])=[CH:26][CH:25]=4)=[CH:21][N:18]3[C:19](=[O:20])[C:13]=2[CH:12]=1. Given the reactants [Li+].[B-](CC)(CC)CC.[CH3:9][O:10][C:11]1[C:70]([O:71][CH2:72][CH2:73][CH2:74][CH2:75][CH2:76][O:77][C:78]2[C:79]([O:115][CH3:116])=[CH:80][C:81]3[C:87](=[O:88])[N:86]4[CH:89]=[C:90]([C:92]5[CH:97]=[CH:96][C:95]([N:98]6[CH2:103][CH2:102][N:101]([CH3:104])[CH2:100][CH2:99]6)=[CH:94][CH:93]=5)[CH2:91][C@H:85]4[C:84](=O)[N:83](COCC[Si](C)(C)C)[C:82]=3[CH:114]=2)=[CH:69][C:14]2[N:15](COCC[Si](C)(C)C)[C:16](=O)[C@@H:17]3[CH2:23][C:22]([C:24]4[CH:29]=[CH:28][C:27]([NH:30][C:31](=[O:59])[C@@H:32]([NH:34][C:35](=[O:58])[C@@H:36]([NH:40][C:41](=[O:57])[O:42][CH2:43][CH:44]5[C:56]6[CH:55]=[CH:54][CH:53]=[CH:52][C:51]=6[C:50]6[C:45]5=[CH:46][CH:47]=[CH:48][CH:49]=6)[CH:37]([CH3:39])[CH3:38])[CH3:33])=[CH:26][CH:25]=4)=[CH:21][N:18]3[C:19](=[O:20])[C:13]=2[CH:12]=1.C(Cl)Cl, predict the reaction product. (5) Given the reactants C(NC(C)C)(C)C.C([Li])CCC.[F:13][C:14]1[N:19]=[CH:18][C:17]([CH2:20][N:21]2[CH2:26][CH2:25][S:24][CH2:23][CH2:22]2)=[CH:16][CH:15]=1.[B:27](OC(C)C)([O:32]C(C)C)[O:28]C(C)C, predict the reaction product. The product is: [F:13][C:14]1[C:15]([B:27]([OH:32])[OH:28])=[CH:16][C:17]([CH2:20][N:21]2[CH2:26][CH2:25][S:24][CH2:23][CH2:22]2)=[CH:18][N:19]=1. (6) Given the reactants CC(OI1(OC(C)=O)(OC(C)=O)OC(=O)C2C=CC=CC1=2)=O.[C:23]([O:27][C:28](=[O:58])[N:29]([CH2:38][C:39]1[CH:40]=[N:41][C:42]([CH3:57])=[C:43]([O:47][CH2:48][C:49]2[CH:54]=[CH:53][CH:52]=[C:51]([C:55]#[N:56])[CH:50]=2)[C:44]=1[CH2:45][OH:46])[C:30]1[CH:35]=[CH:34][C:33]([C:36]#[N:37])=[CH:32][CH:31]=1)([CH3:26])([CH3:25])[CH3:24].C(=O)(O)[O-].[Na+], predict the reaction product. The product is: [C:23]([O:27][C:28](=[O:58])[N:29]([CH2:38][C:39]1[CH:40]=[N:41][C:42]([CH3:57])=[C:43]([O:47][CH2:48][C:49]2[CH:54]=[CH:53][CH:52]=[C:51]([C:55]#[N:56])[CH:50]=2)[C:44]=1[CH:45]=[O:46])[C:30]1[CH:35]=[CH:34][C:33]([C:36]#[N:37])=[CH:32][CH:31]=1)([CH3:26])([CH3:25])[CH3:24].